From a dataset of Experimentally validated miRNA-target interactions with 360,000+ pairs, plus equal number of negative samples. Binary Classification. Given a miRNA mature sequence and a target amino acid sequence, predict their likelihood of interaction. (1) The miRNA is hsa-miR-484 with sequence UCAGGCUCAGUCCCCUCCCGAU. The protein sequence of the target gene is MGLLQLLAFSFLALCRARVRAQEPEFSYGCAEGSCYPATGDLLIGRAQKLSVTSTCGLHKPEPYCIVSHLQEDKKCFICNSQDPYHETLNPDSHLIENVVTTFAPNRLKIWWQSENGVENVTIQLDLEAEFHFTHLIMTFKTFRPAAMLIERSSDFGKTWGVYRYFAYDCEASFPGISTGPMKKVDDIICDSRYSDIEPSTEGEVIFRALDPAFKIEDPYSPRIQNLLKITNLRIKFVKLHTLGDNLLDSRMEIREKYYYAVYDMVVRGNCFCYGHASECAPVDGFNEEVEGMVHGHCMC.... Result: 0 (no interaction). (2) The miRNA is hsa-miR-1289 with sequence UGGAGUCCAGGAAUCUGCAUUUU. The protein sequence of the target gene is MASSSSLVPDRLRLPLCFLGVFVCYFYYGILQEKITRGKYGEGAKQETFTFALTLVFIQCVINAVFAKILIQFFDTARVDRTRSWLYAACSISYLGAMVSSNSALQFVNYPTQVLGKSCKPIPVMLLGVTLLKKKYPLAKYLCVLLIVAGVALFMYKPKKVVGIEEHTVGYGELLLLLSLTLDGLTGVSQDHMRAHYQTGSNHMMLNINLWSTLLLGMGILFTGELWEFLSFAERYPAIIYNILLFGLTSALGQSFIFMTVVYFGPLTCSIITTTRKFFTILASVILFANPISPMQWVGT.... Result: 0 (no interaction). (3) Result: 0 (no interaction). The miRNA is mmu-miR-335-5p with sequence UCAAGAGCAAUAACGAAAAAUGU. The protein sequence of the target gene is MFSSVAHLARANPFNAPHLQLVHDGLSGPRSPPAPPRRSRHLAAAAVEEYSCEFGSMKYYALCGFGGVLSCGLTHTAVVPLDLVKCRMQVDPQKYKGIFNGFSITLKEDGVRGLAKGWAPTLIGYSMQGLCKFGFYEVFKALYSNILGEENTYLWRTSLYLASSASAEFFADIALAPMEAAKVRIQTQPGYANTLREAVPKMYKEEGLNAFYKGVAPLWMRQIPYTMMKFACFERTVEALYKFVVPKPRSECTKAEQLVVTFVAGYIAGVFCAIVSHPADSVVSVLNKEKGSTASQVLQR.... (4) The miRNA is hsa-miR-5008-5p with sequence UGAGGCCCUUGGGGCACAGUGG. The protein sequence of the target gene is MNGTRNWCTLVDVHPEDQAAGSVDILRLTLQGELTGDELEHIAQKAGRKTYAMVSSHSAGHSLASELVESHDGHEEIIKVYLKGRSGDKMIHEKNINQLKSEVQYIQEARNCLQKLREDISSKLDRNLGDSLHRQEIQVVLEKPNGFSQSPTALYSSPPEVDTCINEDVESLRKTVQDLLAKLQEAKRQHQSDCVAFEVTLSRYQREAEQSNVALQREEDRVEQKEAEVGELQRRLLGMETEHQALLAKVREGEVALEELRSNNADCQAEREKAATLEKEVAGLREKIHHLDDMLKSQQR.... Result: 0 (no interaction). (5) The miRNA is hsa-miR-6759-3p with sequence UGACCUUUGCCUCUCCCCUCAG. The protein sequence of the target gene is MEKGARQRNNTAKNHPGSDTSPEAEASSGGGGVALKKEIGLVSACGIIVGNIIGSGIFVSPKGVLENAGSVGLALIVWIVTGIITAVGALCYAELGVTIPKSGGDYSYVKDIFGGLAGFLRLWIAVLVIYPTNQAVIALTFSNYVLQPLFPTCFPPESGLRLLAAICLLLLTWVNCSSVRWATRVQDIFTAGKLLALALIIIMGIVQICKGEFFWLEPKNAFENFQEPDIGLVALAFLQGSFAYGGWNFLNYVTEELVDPYKNLPRAIFISIPLVTFVYVFANIAYVTAMSPQELLASNA.... Result: 0 (no interaction). (6) The miRNA is mmu-miR-434-3p with sequence UUUGAACCAUCACUCGACUCCU. The protein sequence of the target gene is MPTSVPRGAPFLLLPPLLMLSAVLAVPVDRAAPPQEDSQATETPDTGLYYHRYLQEVINVLETDGHFREKLQAANAEDIKSGKLSQELDFVSHNVRTKLDELKRQEVSRLRMLLKAKMDAKQEPNLQVDHMNLLKQFEHLDPQNQHTFEARDLELLIQTATRDLAQYDAAHHEEFKRYEMLKEHERRRYLESLGEEQRKEAERKLQEQQRRHREHPKVNVPGSQAQLKEVWEELDGLDPNRFNPKTFFILHDINSDGVLDEQELEALFTKELEKVYDPKNEEDDMREMEEERLRMREHVM.... Result: 0 (no interaction). (7) The miRNA is hsa-miR-181b-5p with sequence AACAUUCAUUGCUGUCGGUGGGU. The protein sequence of the target gene is MAEAAAAAGGTGLGAGASYGSAADRDRDPDPDRAGRRLRVLSGHLLGRPREALSTNECKARRAASAATAAPTATPAAQESGTIPKKRQEVMKWNGWGYNDSKFIFNKKGQIELTGKRYPLSGMGLPTFKEWIQNTLGVNVEHKTTSKASLNPSDTPPSVVNEDFLHDLKETNISYSQEADDRVFRAHGHCLHEIFLLREGMFERIPDIVLWPTCHDDVVKIVNLACKYNLCIIPIGGGTSVSYGLMCPADETRTIISLDTSQMNRILWVDENNLTAHVEAGITGQELERQLKESGYCTGH.... Result: 0 (no interaction).